From a dataset of Full USPTO retrosynthesis dataset with 1.9M reactions from patents (1976-2016). Predict the reactants needed to synthesize the given product. (1) Given the product [CH3:1][C:2]1([C:7]2[CH:8]=[C:9]([CH2:13][CH2:14][CH2:15][N:16]3[C:24](=[O:25])[C:23]4[C:18](=[CH:19][CH:20]=[CH:21][CH:22]=4)[C:17]3=[O:26])[CH:10]=[CH:11][CH:12]=2)[O:3][CH2:4][CH2:5][O:6]1, predict the reactants needed to synthesize it. The reactants are: [CH3:1][C:2]1([C:7]2[CH:8]=[C:9]([C:13]#[C:14][CH2:15][N:16]3[C:24](=[O:25])[C:23]4[C:18](=[CH:19][CH:20]=[CH:21][CH:22]=4)[C:17]3=[O:26])[CH:10]=[CH:11][CH:12]=2)[O:6][CH2:5][CH2:4][O:3]1.FC(F)(F)C(C1C=CC(C#CCN2C(=O)C3C(=CC=CC=3)C2=O)=CC=1)O. (2) Given the product [NH2:1][C:2]1[C:7]2=[C:8]([C:21]([NH2:22])=[O:24])[CH:9]=[C:10]([C@@H:11]3[O:17][C@H:16]([CH2:18][OH:19])[C@@H:14]([OH:15])[C@@:12]3([CH3:20])[OH:13])[N:6]2[N:5]=[CH:4][N:3]=1, predict the reactants needed to synthesize it. The reactants are: [NH2:1][C:2]1[C:7]2=[C:8]([C:21]#[N:22])[CH:9]=[C:10]([C@@H:11]3[O:17][C@H:16]([CH2:18][OH:19])[C@@H:14]([OH:15])[C@@:12]3([CH3:20])[OH:13])[N:6]2[N:5]=[CH:4][N:3]=1.N.[OH:24]O. (3) Given the product [CH3:36][NH:35][C:32]1[CH:31]=[CH:30][C:29]([C:27]([NH:26][C@@H:18]([CH2:17][CH2:16][C:14](=[O:15])[NH:13][CH2:12][CH2:11][O:10][CH2:9][CH2:8][O:7][CH2:6][CH2:5][O:4][CH2:3][CH2:2][NH:1][C:75](=[O:76])[CH2:74][O:73][C:72]2[CH:71]=[CH:70][C:69]([C:68]3[NH:67][N:66]=[C:65]4[C:61]5[CH:60]=[CH:59][CH:58]=[C:57]([NH:56][C:54](=[O:55])[NH:53][N:47]6[CH2:48][CH2:49][O:50][CH2:51][CH2:52]6)[C:62]=5[C:63](=[O:80])[C:64]=34)=[CH:79][CH:78]=2)[C:19]([O:21][C:22]([CH3:24])([CH3:25])[CH3:23])=[O:20])=[O:28])=[CH:34][CH:33]=1, predict the reactants needed to synthesize it. The reactants are: [NH2:1][CH2:2][CH2:3][O:4][CH2:5][CH2:6][O:7][CH2:8][CH2:9][O:10][CH2:11][CH2:12][NH:13][C:14]([CH2:16][CH2:17][C@H:18]([NH:26][C:27]([C:29]1[CH:34]=[CH:33][C:32]([N:35](C(OCC2C=CC=CC=2)=O)[CH3:36])=[CH:31][CH:30]=1)=[O:28])[C:19]([O:21][C:22]([CH3:25])([CH3:24])[CH3:23])=[O:20])=[O:15].[N:47]1([NH:53][C:54]([NH:56][C:57]2[C:62]3[C:63](=[O:80])[C:64]4[C:65](=[N:66][NH:67][C:68]=4[C:69]4[CH:79]=[CH:78][C:72]([O:73][CH2:74][C:75](O)=[O:76])=[CH:71][CH:70]=4)[C:61]=3[CH:60]=[CH:59][CH:58]=2)=[O:55])[CH2:52][CH2:51][O:50][CH2:49][CH2:48]1.CN(C(ON1N=NC2C=CC=CC1=2)=[N+](C)C)C.F[P-](F)(F)(F)(F)F.CCN(C(C)C)C(C)C. (4) The reactants are: Br[CH2:2][C:3]1[CH:8]=[CH:7][C:6]([I:9])=[CH:5][CH:4]=1.[Cl:10][C:11]1[C:12]([OH:21])=[C:13]([C:18](=[O:20])[CH3:19])[CH:14]=[CH:15][C:16]=1[OH:17].C(=O)([O-])[O-].[Cs+].[Cs+].O. Given the product [Cl:10][C:11]1[C:12]([OH:21])=[C:13]([C:18](=[O:20])[CH3:19])[CH:14]=[CH:15][C:16]=1[O:17][CH2:2][C:3]1[CH:8]=[CH:7][C:6]([I:9])=[CH:5][CH:4]=1, predict the reactants needed to synthesize it. (5) Given the product [CH2:1]([O:3][C:4]([C:6]1[S:10][C:9]([C:33]2[C:34]3[CH:39]=[CH:38][CH:37]=[CH:36][C:35]=3[S:31][CH:32]=2)=[N:8][C:7]=1[CH2:12][N:13]([CH2:20][C:21]1[CH:26]=[CH:25][C:24]([O:27][CH3:28])=[CH:23][C:22]=1[O:29][CH3:30])[CH2:14][C:15]([O:17][CH2:18][CH3:19])=[O:16])=[O:5])[CH3:2], predict the reactants needed to synthesize it. The reactants are: [CH2:1]([O:3][C:4]([C:6]1[S:10][C:9](Br)=[N:8][C:7]=1[CH2:12][N:13]([CH2:20][C:21]1[CH:26]=[CH:25][C:24]([O:27][CH3:28])=[CH:23][C:22]=1[O:29][CH3:30])[CH2:14][C:15]([O:17][CH2:18][CH3:19])=[O:16])=[O:5])[CH3:2].[S:31]1[C:35]2[CH:36]=[CH:37][CH:38]=[CH:39][C:34]=2[C:33](B(O)O)=[CH:32]1.